Dataset: Full USPTO retrosynthesis dataset with 1.9M reactions from patents (1976-2016). Task: Predict the reactants needed to synthesize the given product. Given the product [CH3:3][C@@H:2]([C@H:18]([OH:20])[CH3:19])[C:1]([N:5]1[C@@H:9]([CH2:10][C:11]2[CH:12]=[CH:13][CH:14]=[CH:15][CH:16]=2)[CH2:8][O:7][C:6]1=[O:17])=[O:4], predict the reactants needed to synthesize it. The reactants are: [C:1]([N:5]1[C@@H:9]([CH2:10][C:11]2[CH:16]=[CH:15][CH:14]=[CH:13][CH:12]=2)[CH2:8][O:7][C:6]1=[O:17])(=[O:4])[CH2:2][CH3:3].[CH:18](=[O:20])[CH3:19].